Dataset: Reaction yield outcomes from USPTO patents with 853,638 reactions. Task: Predict the reaction yield, written as a fraction of the theoretical maximum amount of product (1.0 means a 100% yield; for example, 0.34 means a 34% yield). (1) The catalyst is CO. The yield is 0.724. The product is [F:1][C:2]1[C:10]([N+:11]([O-:13])=[O:12])=[CH:9][C:8]([F:14])=[CH:7][C:3]=1[C:4]([O:6][CH3:15])=[O:5]. The reactants are [F:1][C:2]1[C:10]([N+:11]([O-:13])=[O:12])=[CH:9][C:8]([F:14])=[CH:7][C:3]=1[C:4]([OH:6])=[O:5].[CH3:15][Si](Cl)(C)C. (2) The reactants are [CH3:1][C:2]([O:5][CH2:6][CH:7]=[N:8][OH:9])([CH3:4])[CH3:3].ClN1C(=O)CCC1=O.[CH:18]1([C:22](=O)[CH2:23][C:24]([O:26][CH2:27][CH3:28])=[O:25])[CH2:21][CH2:20][CH2:19]1.[O-]CC.[Na+]. The catalyst is CN(C)C=O.O1CCCC1. The product is [CH:18]1([C:22]2[O:9][N:8]=[C:7]([CH2:6][O:5][C:2]([CH3:4])([CH3:3])[CH3:1])[C:23]=2[C:24]([O:26][CH2:27][CH3:28])=[O:25])[CH2:19][CH2:20][CH2:21]1. The yield is 0.870. (3) The reactants are [C:1]([Si:5]([CH3:19])([CH3:18])[O:6][CH2:7][C:8]1[CH:13]=[C:12]([O:14][CH3:15])[CH:11]=[CH:10][C:9]=1[CH:16]=[CH2:17])([CH3:4])([CH3:3])[CH3:2].[H][H]. The catalyst is C(OCC)(=O)C. The product is [C:1]([Si:5]([CH3:19])([CH3:18])[O:6][CH2:7][C:8]1[CH:13]=[C:12]([O:14][CH3:15])[CH:11]=[CH:10][C:9]=1[CH2:16][CH3:17])([CH3:3])([CH3:4])[CH3:2]. The yield is 0.990. (4) The reactants are [Cl:1][C:2]1[CH:17]=[C:16]([CH:18]=O)[CH:15]=[CH:14][C:3]=1[O:4][C:5]1[CH:6]=[CH:7][C:8]([C:11]([NH2:13])=[O:12])=[N:9][CH:10]=1.[N:20]1[CH:25]=[CH:24][CH:23]=[C:22]([CH2:26][CH2:27][NH2:28])[CH:21]=1. No catalyst specified. The product is [Cl:1][C:2]1[CH:17]=[C:16]([CH2:18][NH:28][CH2:27][CH2:26][C:22]2[CH:21]=[N:20][CH:25]=[CH:24][CH:23]=2)[CH:15]=[CH:14][C:3]=1[O:4][C:5]1[CH:6]=[CH:7][C:8]([C:11]([NH2:13])=[O:12])=[N:9][CH:10]=1. The yield is 0.912.